From a dataset of Forward reaction prediction with 1.9M reactions from USPTO patents (1976-2016). Predict the product of the given reaction. (1) Given the reactants [C:1]([C:5]1[CH:10]=[CH:9][C:8]([OH:11])=[CH:7][CH:6]=1)([CH3:4])([CH3:3])[CH3:2].[CH3:12][C:13]([CH3:18])=[CH:14][C:15](Cl)=[O:16].C(N(CC)CC)C, predict the reaction product. The product is: [C:1]([C:5]1[CH:6]=[CH:7][C:8]([O:11][C:15](=[O:16])[CH:14]=[C:13]([CH3:18])[CH3:12])=[CH:9][CH:10]=1)([CH3:4])([CH3:2])[CH3:3]. (2) Given the reactants [CH3:1][C:2]1[N:3]=[CH:4][C:5]([C:8]([OH:10])=O)=[N:6][CH:7]=1.CN(C(ON1N=NC2C=CC=NC1=2)=[N+](C)C)C.F[P-](F)(F)(F)(F)F.CCN(C(C)C)C(C)C.[NH2:44][CH2:45][C:46]1[C:51]([CH2:52][CH3:53])=[N:50][C:49]2[N:54]([CH2:57][CH3:58])[N:55]=[CH:56][C:48]=2[C:47]=1[NH:59][CH:60]1[CH2:65][CH2:64][O:63][CH2:62][CH2:61]1, predict the reaction product. The product is: [CH2:57]([N:54]1[C:49]2=[N:50][C:51]([CH2:52][CH3:53])=[C:46]([CH2:45][NH:44][C:8]([C:5]3[CH:4]=[N:3][C:2]([CH3:1])=[CH:7][N:6]=3)=[O:10])[C:47]([NH:59][CH:60]3[CH2:61][CH2:62][O:63][CH2:64][CH2:65]3)=[C:48]2[CH:56]=[N:55]1)[CH3:58]. (3) Given the reactants [C:1]([C:3]1[NH:20][C:6]2[C:7]([C:14]([O:16][CH:17]([CH3:19])[CH3:18])=[O:15])=[CH:8][NH:9][CH2:10][C:11]([CH3:13])([CH3:12])[C:5]=2[CH:4]=1)#[N:2].[Cl:21][C:22]1[CH:23]=[C:24]([CH:28]=[CH:29][CH:30]=1)[C:25](Cl)=[O:26], predict the reaction product. The product is: [Cl:21][C:22]1[CH:23]=[C:24]([CH:28]=[CH:29][CH:30]=1)[C:25]([N:9]1[CH2:10][C:11]([CH3:13])([CH3:12])[C:5]2[CH:4]=[C:3]([C:1]#[N:2])[NH:20][C:6]=2[C:7]([C:14]([O:16][CH:17]([CH3:18])[CH3:19])=[O:15])=[CH:8]1)=[O:26]. (4) Given the reactants Br[C:2]1[C:10]2[C:5](=[CH:6][CH:7]=[C:8]([C:11]([O:13]CC)=O)[CH:9]=2)[N:4](C2CCCCO2)[N:3]=1.[O:22]1[C:26]2[CH:27]=[CH:28][CH:29]=[CH:30][C:25]=2[CH:24]=[C:23]1B(O)O.ClCCl.P([O-])([O-])([O-])=O.[K+].[K+].[K+], predict the reaction product. The product is: [O:22]1[C:26]2[CH:27]=[CH:28][CH:29]=[CH:30][C:25]=2[CH:24]=[C:23]1[C:2]1[C:10]2[C:5](=[CH:6][CH:7]=[C:8]([C:11]([NH:4][CH:5]([CH3:10])[CH3:6])=[O:13])[CH:9]=2)[NH:4][N:3]=1. (5) Given the reactants [F:1][C:2]([F:21])([F:20])[C:3]1[CH:8]=[CH:7][C:6]([NH:9][C:10]2[C:19]3[CH2:18][CH2:17][NH:16][CH2:15][C:14]=3[CH:13]=[CH:12][N:11]=2)=[CH:5][CH:4]=1.Cl[C:23]1[C:28]([Cl:29])=[CH:27][CH:26]=[CH:25][N:24]=1.C(N(CC)C(C)C)(C)C, predict the reaction product. The product is: [Cl:29][C:28]1[C:23]([N:16]2[CH2:17][CH2:18][C:19]3[C:10]([NH:9][C:6]4[CH:5]=[CH:4][C:3]([C:2]([F:1])([F:20])[F:21])=[CH:8][CH:7]=4)=[N:11][CH:12]=[CH:13][C:14]=3[CH2:15]2)=[N:24][CH:25]=[CH:26][CH:27]=1. (6) Given the reactants [Si]([O:8][C@H:9]1[C@@H:13]([O:14][Si:15]([C:18]([CH3:21])([CH3:20])[CH3:19])([CH3:17])[CH3:16])[C@H:12]([N:22]2[CH:27]=[CH:26][C:25](=[O:28])[N:24]([CH2:29][C:30]3[CH:35]=[CH:34][C:33]([O:36][CH3:37])=[CH:32][CH:31]=3)[C:23]2=[O:38])[O:11][CH:10]1[C@H:39]([OH:70])[C@@H:40]([C:63]([O:65]C(C)(C)C)=[O:64])[NH:41][CH2:42][CH2:43][CH2:44][NH:45][C:46](=[O:62])[C@H:47]([C@@H:59]([OH:61])[CH3:60])[NH:48][C:49](=[O:58])[O:50][CH2:51][C:52]1[CH:57]=[CH:56][CH:55]=[CH:54][CH:53]=1)(C(C)(C)C)(C)C.FC(F)(F)C(O)=O, predict the reaction product. The product is: [Si:15]([O:14][C@H:13]1[C@H:12]([N:22]2[CH:27]=[CH:26][C:25](=[O:28])[N:24]([CH2:29][C:30]3[CH:31]=[CH:32][C:33]([O:36][CH3:37])=[CH:34][CH:35]=3)[C:23]2=[O:38])[O:11][CH:10]([C@H:39]([OH:70])[C@@H:40]([C:63]([OH:65])=[O:64])[NH:41][CH2:42][CH2:43][CH2:44][NH:45][C:46](=[O:62])[C@H:47]([C@@H:59]([OH:61])[CH3:60])[NH:48][C:49](=[O:58])[O:50][CH2:51][C:52]2[CH:57]=[CH:56][CH:55]=[CH:54][CH:53]=2)[C@H:9]1[OH:8])([C:18]([CH3:19])([CH3:20])[CH3:21])([CH3:16])[CH3:17]. (7) Given the reactants [N+:1]([C:4]1[CH:5]=[C:6]([CH:16]=[CH:17][CH:18]=1)/[CH:7]=[N:8]/[CH2:9][CH2:10][CH2:11][C:12]([O:14][CH3:15])=[O:13])([O-:3])=[O:2].C(N(CC)CC)C, predict the reaction product. The product is: [N+:1]([C:4]1[CH:5]=[C:6]([C@H:7]2[C@@H:11]([C:12]([O:14][CH3:15])=[O:13])[CH2:10][CH2:9][NH:8]2)[CH:16]=[CH:17][CH:18]=1)([O-:3])=[O:2]. (8) Given the reactants [CH3:1][O:2][CH2:3][CH2:4][CH2:5][O:6][C:7]1[CH:8]=[C:9]([CH:29]=[CH:30][C:31]=1[O:32][CH3:33])[CH2:10][C@H:11]([CH:26]([CH3:28])[CH3:27])[CH2:12][C@H:13]([NH:18][C:19](=[O:25])[O:20][C:21]([CH3:24])([CH3:23])[CH3:22])[C@@H:14]([OH:17])[CH2:15][NH2:16].C1(C([NH:43][C:44](Cl)=[O:45])(C)C)C=CC=CC=1, predict the reaction product. The product is: [CH3:1][O:2][CH2:3][CH2:4][CH2:5][O:6][C:7]1[CH:8]=[C:9]([CH:29]=[CH:30][C:31]=1[O:32][CH3:33])[CH2:10][C@H:11]([CH:26]([CH3:28])[CH3:27])[CH2:12][C@H:13]([NH:18][C:19]([O:20][C:21]([CH3:24])([CH3:23])[CH3:22])=[O:25])[C@@H:14]([OH:17])[CH2:15][NH:16][C:44]([NH2:43])=[O:45]. (9) Given the reactants [CH2:1]([O:3][C:4]1[CH:5]=[C:6]([CH:12]([N:17]2[C:21](=[O:22])[C:20]3=[CH:23][C:24]([CH3:27])=[CH:25][CH:26]=[C:19]3[C:18]2=[O:28])[CH2:13][C:14](O)=[O:15])[CH:7]=[CH:8][C:9]=1[O:10][CH3:11])[CH3:2].Cl.[NH2:30][OH:31], predict the reaction product. The product is: [CH2:1]([O:3][C:4]1[CH:5]=[C:6]([CH:12]([N:17]2[C:21](=[O:22])[C:20]3=[CH:23][C:24]([CH3:27])=[CH:25][CH:26]=[C:19]3[C:18]2=[O:28])[CH2:13][C:14]([NH:30][OH:31])=[O:15])[CH:7]=[CH:8][C:9]=1[O:10][CH3:11])[CH3:2].